From a dataset of Reaction yield outcomes from USPTO patents with 853,638 reactions. Predict the reaction yield, written as a fraction of the theoretical maximum amount of product (1.0 means a 100% yield; for example, 0.34 means a 34% yield). The reactants are [CH3:1][S:2]([NH:5][C:6]1[C:14]2[C:9](=[CH:10][CH:11]=[CH:12][CH:13]=2)[N:8]([CH2:15][C:16]([O:18][CH2:19][CH3:20])=[O:17])[CH:7]=1)(=[O:4])=[O:3].[C:21](O[C:21]([O:23][C:24]([CH3:27])([CH3:26])[CH3:25])=[O:22])([O:23][C:24]([CH3:27])([CH3:26])[CH3:25])=[O:22]. The catalyst is CN(C1C=CN=CC=1)C.C(Cl)Cl. The product is [C:24]([O:23][C:21]([N:5]([C:6]1[C:14]2[C:9](=[CH:10][CH:11]=[CH:12][CH:13]=2)[N:8]([CH2:15][C:16]([O:18][CH2:19][CH3:20])=[O:17])[CH:7]=1)[S:2]([CH3:1])(=[O:3])=[O:4])=[O:22])([CH3:27])([CH3:26])[CH3:25]. The yield is 0.720.